Dataset: Forward reaction prediction with 1.9M reactions from USPTO patents (1976-2016). Task: Predict the product of the given reaction. (1) Given the reactants [F:1][C:2]1[CH:7]=[CH:6][C:5]([O:8][CH3:9])=[CH:4][C:3]=1[C:10]1[C:11]([OH:17])=[CH:12][C:13]([OH:16])=[CH:14][CH:15]=1.CC1C=CC=C(C)N=1.FC(F)(F)S(O[Si:32]([CH:39]([CH3:41])[CH3:40])([CH:36]([CH3:38])[CH3:37])[CH:33]([CH3:35])[CH3:34])(=O)=O.Cl, predict the reaction product. The product is: [F:1][C:2]1[CH:7]=[CH:6][C:5]([O:8][CH3:9])=[CH:4][C:3]=1[C:10]1[C:11]([OH:17])=[CH:12][C:13]([O:16][Si:32]([CH:39]([CH3:41])[CH3:40])([CH:36]([CH3:38])[CH3:37])[CH:33]([CH3:35])[CH3:34])=[CH:14][CH:15]=1. (2) Given the reactants [CH3:1][N:2]1[CH:6]=[C:5]([C:7]2[N:12]=[C:11]([C:13]3[CH:14]=[N:15][NH:16][CH:17]=3)[N:10]3[CH:18]=[CH:19][N:20]=[C:9]3[CH:8]=2)[CH:4]=[N:3]1.O[C:22]1([CH3:33])[CH2:25][N:24]([C:26]([O:28][C:29]([CH3:32])([CH3:31])[CH3:30])=[O:27])[CH2:23]1.C1(P(C2C=CC=CC=2)C2C=CC=CC=2)C=CC=CC=1.N(C(OCC)=O)=NC(OCC)=O, predict the reaction product. The product is: [CH3:33][C:22]1([N:15]2[CH:14]=[C:13]([C:11]3[N:10]4[CH:18]=[CH:19][N:20]=[C:9]4[CH:8]=[C:7]([C:5]4[CH:4]=[N:3][N:2]([CH3:1])[CH:6]=4)[N:12]=3)[CH:17]=[N:16]2)[CH2:25][N:24]([C:26]([O:28][C:29]([CH3:30])([CH3:32])[CH3:31])=[O:27])[CH2:23]1.